This data is from Peptide-MHC class I binding affinity with 185,985 pairs from IEDB/IMGT. The task is: Regression. Given a peptide amino acid sequence and an MHC pseudo amino acid sequence, predict their binding affinity value. This is MHC class I binding data. (1) The peptide sequence is KLGEFLERL. The MHC is H-2-Kb with pseudo-sequence H-2-Kb. The binding affinity (normalized) is 0.321. (2) The peptide sequence is IIITVGMLI. The MHC is HLA-A68:02 with pseudo-sequence HLA-A68:02. The binding affinity (normalized) is 0.451. (3) The peptide sequence is FGSGWTWVV. The MHC is HLA-B15:01 with pseudo-sequence HLA-B15:01. The binding affinity (normalized) is 0.0847. (4) The peptide sequence is LLLQNFTAL. The MHC is HLA-A02:03 with pseudo-sequence HLA-A02:03. The binding affinity (normalized) is 0.537. (5) The peptide sequence is STHEANTMAMM. The MHC is HLA-A23:01 with pseudo-sequence HLA-A23:01. The binding affinity (normalized) is 0.0730.